This data is from NCI-60 drug combinations with 297,098 pairs across 59 cell lines. The task is: Regression. Given two drug SMILES strings and cell line genomic features, predict the synergy score measuring deviation from expected non-interaction effect. Drug 1: CN(C)C1=NC(=NC(=N1)N(C)C)N(C)C. Drug 2: C(=O)(N)NO. Cell line: DU-145. Synergy scores: CSS=-5.55, Synergy_ZIP=0.793, Synergy_Bliss=-2.27, Synergy_Loewe=-8.02, Synergy_HSA=-6.17.